Dataset: CYP1A2 inhibition data for predicting drug metabolism from PubChem BioAssay. Task: Regression/Classification. Given a drug SMILES string, predict its absorption, distribution, metabolism, or excretion properties. Task type varies by dataset: regression for continuous measurements (e.g., permeability, clearance, half-life) or binary classification for categorical outcomes (e.g., BBB penetration, CYP inhibition). Dataset: cyp1a2_veith. The drug is COc1cccc(NC(=O)COC(=O)c2c3c(nc4ccccc24)CCC(C)C3)c1. The result is 1 (inhibitor).